Dataset: Full USPTO retrosynthesis dataset with 1.9M reactions from patents (1976-2016). Task: Predict the reactants needed to synthesize the given product. (1) Given the product [Cl:1][C:2]1[CH:3]=[C:4]([C@@H:8]2[C@@H:13]([C:14]3[CH:19]=[CH:18][C:17]([Cl:20])=[CH:16][CH:15]=3)[N:12]([C@@H:21]([CH2:24][CH3:25])[CH2:22][N:36]3[CH2:37][C:34]([F:38])([F:33])[CH2:35]3)[C:11](=[O:26])[C@:10]([CH2:28][C:29]([OH:31])=[O:30])([CH3:27])[CH2:9]2)[CH:5]=[CH:6][CH:7]=1, predict the reactants needed to synthesize it. The reactants are: [Cl:1][C:2]1[CH:3]=[C:4]([C@@H:8]2[C@@H:13]([C:14]3[CH:19]=[CH:18][C:17]([Cl:20])=[CH:16][CH:15]=3)[N:12]([C@@H:21]([CH2:24][CH3:25])[CH:22]=O)[C:11](=[O:26])[C@:10]([CH2:28][C:29]([OH:31])=[O:30])([CH3:27])[CH2:9]2)[CH:5]=[CH:6][CH:7]=1.Cl.[F:33][C:34]1([F:38])[CH2:37][NH:36][CH2:35]1.C(O[BH-](OC(=O)C)OC(=O)C)(=O)C.[Na+]. (2) Given the product [NH2:17][C:18]1[CH:23]=[C:22]([C:2]2[CH:3]=[N:4][CH:5]=[C:6]([NH:8][C:9]3[CH:14]=[CH:13][C:12]([O:15][CH3:16])=[CH:11][CH:10]=3)[CH:7]=2)[CH:21]=[CH:20][CH:19]=1, predict the reactants needed to synthesize it. The reactants are: Br[C:2]1[CH:3]=[N:4][CH:5]=[C:6]([NH:8][C:9]2[CH:14]=[CH:13][C:12]([O:15][CH3:16])=[CH:11][CH:10]=2)[CH:7]=1.[NH2:17][C:18]1[CH:19]=[C:20](B(O)O)[CH:21]=[CH:22][CH:23]=1. (3) The reactants are: [CH2:1]([OH:23])[C@H:2]1[O:7][C@H:6]([O:8][C@]2(CO)O[C@H](CO)[C@@H](O)[C@@H]2O)[C@H:5]([OH:20])[C@@H:4]([OH:21])[C@@H:3]1[OH:22].[Cl-].[Ca+2].[Cl-]. Given the product [O:8]=[CH:6][C@@H:5]([C@H:4]([C@@H:3]([C@@H:2]([CH2:1][OH:23])[OH:7])[OH:22])[OH:21])[OH:20], predict the reactants needed to synthesize it. (4) Given the product [C:49]([O:53][C:54]([N:56]1[CH2:61][CH:60]2[CH2:62][CH:57]1[CH2:58][N:59]2[C:25](=[O:27])[CH2:24][NH:23][C:21]([C:18]1[CH:17]=[C:16]([C:10]2[CH:11]=[CH:12][CH:13]=[CH:14][CH:15]=2)[NH:20][N:19]=1)=[O:22])=[O:55])([CH3:52])([CH3:50])[CH3:51], predict the reactants needed to synthesize it. The reactants are: CCN(C(C)C)C(C)C.[C:10]1([C:16]2[NH:20][N:19]=[C:18]([C:21]([NH:23][CH2:24][C:25]([OH:27])=O)=[O:22])[CH:17]=2)[CH:15]=[CH:14][CH:13]=[CH:12][CH:11]=1.C1C=CC2N(O)N=NC=2C=1.CCN=C=NCCCN(C)C.[C:49]([O:53][C:54]([N:56]1[CH2:61][CH:60]2[CH2:62][CH:57]1[CH2:58][NH:59]2)=[O:55])([CH3:52])([CH3:51])[CH3:50].